This data is from Forward reaction prediction with 1.9M reactions from USPTO patents (1976-2016). The task is: Predict the product of the given reaction. (1) The product is: [C:58]12([NH:63][C:43]([C:42]3[CH:41]=[C:40]([C:38]4[CH:39]=[C:34]5[C:33]([C:53]([NH:54][CH3:55])=[O:56])=[C:32]([C:29]6[CH:30]=[CH:31][C:26]([F:25])=[CH:27][CH:28]=6)[O:52][C:35]5=[N:36][C:37]=4[CH2:49][CH2:50][CH3:51])[CH:48]=[CH:47][CH:46]=3)=[O:44])[CH2:62][CH:60]([CH2:61]1)[CH2:59]2. Given the reactants CN(C(ON1N=NC2C=CC=NC1=2)=[N+](C)C)C.F[P-](F)(F)(F)(F)F.[F:25][C:26]1[CH:31]=[CH:30][C:29]([C:32]2[O:52][C:35]3=[N:36][C:37]([CH2:49][CH2:50][CH3:51])=[C:38]([C:40]4[CH:41]=[C:42]([CH:46]=[CH:47][CH:48]=4)[C:43](O)=[O:44])[CH:39]=[C:34]3[C:33]=2[C:53](=[O:56])[NH:54][CH3:55])=[CH:28][CH:27]=1.Cl.[C:58]12([NH2:63])[CH2:62][CH:60]([CH2:61]1)[CH2:59]2.CCN(C(C)C)C(C)C, predict the reaction product. (2) Given the reactants Cl[C:2]1[CH:7]=[C:6](Cl)[N:5]=[C:4]([NH2:9])[N:3]=1.[CH3:10][C@H:11]1[NH:16][CH2:15][C@@H:14]([C:17]([OH:19])=[O:18])[CH2:13][CH2:12]1.C([O-])(O)=O.[Na+].[C:25]([C:28]1[CH:33]=[CH:32][C:31](B(O)O)=[CH:30][C:29]=1[F:37])(=[O:27])[CH3:26], predict the reaction product. The product is: [C:25]([C:28]1[CH:33]=[CH:32][C:31]([C:6]2[N:5]=[C:4]([NH2:9])[N:3]=[C:2]([N:16]3[C@H:11]([CH3:10])[CH2:12][CH2:13][C@H:14]([C:17]([OH:19])=[O:18])[CH2:15]3)[CH:7]=2)=[CH:30][C:29]=1[F:37])(=[O:27])[CH3:26]. (3) Given the reactants [CH3:1][CH:2]([CH3:36])[C@H:3]([NH:31][C:32](=[O:35])[O:33][CH3:34])[C:4](=[O:30])[N:5]1[C@H:10]([C:11]2[NH:15][C:14]3[CH:16]=[C:17](B4OC(C)(C)C(C)(C)O4)[CH:18]=[CH:19][C:13]=3[N:12]=2)[C@@H:9]2[CH2:29][C@H:6]1[CH2:7][CH2:8]2.Br[C:38]1[CH:50]=[C:49]2[C:41]([C:42]3[CH:43]=[CH:44][C:45]([C:53]4[NH:57][C:56]([C@@H:58]5[CH2:62][CH2:61][CH2:60][N:59]5[C:63]([O:65][C:66]([CH3:69])([CH3:68])[CH3:67])=[O:64])=[N:55][CH:54]=4)=[CH:46][C:47]=3[C:48]2([F:52])[F:51])=[CH:40][CH:39]=1.C(=O)(O)[O-].[Na+].C1(P(C2C=CC=CC=2)C2C=CC=CC=2)C=CC=CC=1, predict the reaction product. The product is: [F:52][C:48]1([F:51])[C:47]2[CH:46]=[C:45]([C:53]3[NH:57][C:56]([C@@H:58]4[CH2:62][CH2:61][CH2:60][N:59]4[C:63]([O:65][C:66]([CH3:68])([CH3:67])[CH3:69])=[O:64])=[N:55][CH:54]=3)[CH:44]=[CH:43][C:42]=2[C:41]2[C:49]1=[CH:50][C:38]([C:17]1[CH:18]=[CH:19][C:13]3[N:12]=[C:11]([C@@H:10]4[C@@H:9]5[CH2:29][C@@H:6]([CH2:7][CH2:8]5)[N:5]4[C:4](=[O:30])[C@@H:3]([NH:31][C:32]([O:33][CH3:34])=[O:35])[CH:2]([CH3:36])[CH3:1])[NH:15][C:14]=3[CH:16]=1)=[CH:39][CH:40]=2. (4) The product is: [Cl:12][C:13]1[CH:28]=[CH:27][CH:26]=[CH:25][C:14]=1[CH2:15][O:16][C:17]1[CH:24]=[CH:23][CH:22]=[CH:21][C:18]=1[CH:19]=[C:8]1[C:9](=[O:10])[N:2]([CH3:1])[C:3](=[O:4])[N:5]([CH3:11])[C:6]1=[O:7]. Given the reactants [CH3:1][N:2]1[C:9](=[O:10])[CH2:8][C:6](=[O:7])[N:5]([CH3:11])[C:3]1=[O:4].[Cl:12][C:13]1[CH:28]=[CH:27][CH:26]=[CH:25][C:14]=1[CH2:15][O:16][C:17]1[CH:24]=[CH:23][CH:22]=[CH:21][C:18]=1[CH:19]=O, predict the reaction product.